From a dataset of Reaction yield outcomes from USPTO patents with 853,638 reactions. Predict the reaction yield, written as a fraction of the theoretical maximum amount of product (1.0 means a 100% yield; for example, 0.34 means a 34% yield). (1) The reactants are [NH2:1][C:2]1[S:3][C:4]2[CH2:15][CH2:14][CH:13]([CH2:16][C:17]([O:19][CH2:20][CH3:21])=[O:18])[CH2:12][C:5]=2[C:6]=1[C:7](OCC)=[O:8].[CH:22]([NH2:24])=O. No catalyst specified. The product is [OH:8][C:7]1[C:6]2[C:5]3[CH2:12][CH:13]([CH2:16][C:17]([O:19][CH2:20][CH3:21])=[O:18])[CH2:14][CH2:15][C:4]=3[S:3][C:2]=2[N:1]=[CH:22][N:24]=1. The yield is 0.520. (2) The reactants are F[C:2]1[C:7]([C:8]2[N:16]=[CH:15][N:14]=[C:13]3[C:9]=2[N:10]=[CH:11][N:12]3[CH:17]2[CH2:22][CH2:21][CH2:20][CH2:19][O:18]2)=[CH:6][CH:5]=[CH:4][N:3]=1.[NH2:23][C:24]1[C:25]([F:38])=[C:26]([NH:31][S:32]([CH2:35][CH2:36][CH3:37])(=[O:34])=[O:33])[CH:27]=[CH:28][C:29]=1[F:30].C[Si]([N-][Si](C)(C)C)(C)C.[Na+]. The catalyst is C1COCC1. The product is [F:38][C:25]1[C:24]([NH:23][C:2]2[C:7]([C:8]3[N:16]=[CH:15][N:14]=[C:13]4[C:9]=3[N:10]=[CH:11][N:12]4[CH:17]3[CH2:22][CH2:21][CH2:20][CH2:19][O:18]3)=[CH:6][CH:5]=[CH:4][N:3]=2)=[C:29]([F:30])[CH:28]=[CH:27][C:26]=1[NH:31][S:32]([CH2:35][CH2:36][CH3:37])(=[O:34])=[O:33]. The yield is 0.540. (3) The reactants are [Br:1][C:2]1[CH:3]=[C:4]([C:10]([OH:12])=[O:11])[S:5][C:6]=1[CH2:7][CH2:8][CH3:9].S(=O)(=O)(O)O.O.[CH3:19]O. The yield is 0.930. No catalyst specified. The product is [Br:1][C:2]1[CH:3]=[C:4]([C:10]([O:12][CH3:19])=[O:11])[S:5][C:6]=1[CH2:7][CH2:8][CH3:9]. (4) The catalyst is CN(C)C=O.C(OCC)(=O)C. The yield is 0.520. The reactants are [CH3:1][C:2]1[O:6][C:5]([C:7]2[CH:8]=[CH:9][C:10]3[O:14][CH:13]=[C:12]([C:15]4[CH:20]=[CH:19][C:18]([OH:21])=[CH:17][CH:16]=4)[C:11]=3[CH:22]=2)=[N:4][N:3]=1.Cl[CH2:24][CH2:25][S:26][CH3:27].[I-].[Na+].C(=O)([O-])[O-].[K+].[K+]. The product is [CH3:1][C:2]1[O:6][C:5]([C:7]2[CH:8]=[CH:9][C:10]3[O:14][CH:13]=[C:12]([C:15]4[CH:16]=[CH:17][C:18]([O:21][CH2:24][CH2:25][S:26][CH3:27])=[CH:19][CH:20]=4)[C:11]=3[CH:22]=2)=[N:4][N:3]=1. (5) The reactants are Cl[CH2:2][C:3]1[N:4]=[C:5]2[C:10]([NH:11][CH2:12][C:13]3[C:18]([CH3:19])=[CH:17][CH:16]=[CH:15][C:14]=3[CH3:20])=[CH:9][CH:8]=[CH:7][N:6]2[C:21]=1[CH3:22].[CH3:23][OH:24]. No catalyst specified. The product is [CH3:20][C:14]1[CH:15]=[CH:16][CH:17]=[C:18]([CH3:19])[C:13]=1[CH2:12][NH:11][C:10]1[C:5]2[N:6]([C:21]([CH3:22])=[C:3]([CH2:2][O:24][CH3:23])[N:4]=2)[CH:7]=[CH:8][CH:9]=1. The yield is 0.440. (6) The reactants are Cl[CH2:2][CH2:3][CH2:4][CH2:5][O:6][C:7]1[CH:16]=[C:15]2[C:10]([CH2:11][CH2:12][C:13](=[O:17])[NH:14]2)=[CH:9][CH:8]=1.Cl.[Cl:19][C:20]1[C:25]([Cl:26])=[CH:24][CH:23]=[CH:22][C:21]=1[N:27]1[CH2:32][CH2:31][NH:30][CH2:29][CH2:28]1.C(=O)([O-])[O-].[K+].[K+]. The catalyst is [Br-].C([N+](CCCC)(CCCC)CCCC)CCC.C1(C)C=CC=CC=1.O. The product is [CH:23]1[CH:22]=[C:21]([N:27]2[CH2:32][CH2:31][N:30]([CH2:2][CH2:3][CH2:4][CH2:5][O:6][C:7]3[CH:8]=[CH:9][C:10]4[CH2:11][CH2:12][C:13](=[O:17])[NH:14][C:15]=4[CH:16]=3)[CH2:29][CH2:28]2)[C:20]([Cl:19])=[C:25]([Cl:26])[CH:24]=1. The yield is 0.650. (7) The reactants are I([O-])(=O)(=O)=[O:2].[Na+].[CH3:7][C:8]1[N:12]([CH2:13][C:14]([N:16]2[CH2:21][CH2:20][CH:19]([C:22]3[S:23][CH:24]=[C:25]([CH2:27][S:28][C:29]4[C:38]5[C:33](=[CH:34][CH:35]=[CH:36][CH:37]=5)[CH:32]=[CH:31][CH:30]=4)[N:26]=3)[CH2:18][CH2:17]2)=[O:15])[N:11]=[C:10]([C:39]([F:42])([F:41])[F:40])[CH:9]=1.[Cl-].[Na+]. The catalyst is O.O1CCCC1.CO. The product is [CH3:7][C:8]1[N:12]([CH2:13][C:14]([N:16]2[CH2:17][CH2:18][CH:19]([C:22]3[S:23][CH:24]=[C:25]([CH2:27][S:28]([C:29]4[C:38]5[C:33](=[CH:34][CH:35]=[CH:36][CH:37]=5)[CH:32]=[CH:31][CH:30]=4)=[O:2])[N:26]=3)[CH2:20][CH2:21]2)=[O:15])[N:11]=[C:10]([C:39]([F:40])([F:42])[F:41])[CH:9]=1. The yield is 0.820. (8) The reactants are [SH:1][C:2]1[N:7]=[C:6]([N:8]2[CH2:13][CH2:12][N:11]([CH3:14])[CH2:10][CH2:9]2)[C:5]2[CH2:15][O:16][C:17]([CH3:20])([CH3:19])[CH2:18][C:4]=2[C:3]=1[C:21]#[N:22].C(=O)([O-])[O-].[K+].[K+].Cl[CH2:30][C:31]([NH2:33])=[O:32]. The catalyst is C(O)C. The product is [NH2:22][C:21]1[C:3]2[C:2](=[N:7][C:6]([N:8]3[CH2:9][CH2:10][N:11]([CH3:14])[CH2:12][CH2:13]3)=[C:5]3[CH2:15][O:16][C:17]([CH3:20])([CH3:19])[CH2:18][C:4]3=2)[S:1][C:30]=1[C:31]([NH2:33])=[O:32]. The yield is 0.480. (9) The reactants are [N+:1]([C:4]1[C:5](=O)[CH:6]=[C:7]([C:10]([CH3:16])([CH3:15])[C:11]([F:14])([F:13])[F:12])[NH:8][CH:9]=1)([O-:3])=[O:2].P(Br)(Br)([Br:20])=O.C([O-])(O)=O.[Na+]. The catalyst is ClCCCl. The product is [Br:20][C:5]1[C:4]([N+:1]([O-:3])=[O:2])=[CH:9][N:8]=[C:7]([C:10]([CH3:16])([CH3:15])[C:11]([F:14])([F:13])[F:12])[CH:6]=1. The yield is 0.240. (10) The reactants are [CH2:1]([O:8][C:9]1[CH:14]=[CH:13][C:12]([C:15](=[O:17])[CH3:16])=[CH:11][C:10]=1[O:18][CH3:19])[C:2]1[CH:7]=[CH:6][CH:5]=[CH:4][CH:3]=1.[N+:20]([O-])([OH:22])=[O:21].S(=O)(=O)(O)O. The product is [CH2:1]([O:8][C:9]1[C:10]([O:18][CH3:19])=[CH:11][C:12]([C:15](=[O:17])[CH3:16])=[C:13]([N+:20]([O-:22])=[O:21])[CH:14]=1)[C:2]1[CH:3]=[CH:4][CH:5]=[CH:6][CH:7]=1. The yield is 0.600. The catalyst is ClCCl.